Dataset: Catalyst prediction with 721,799 reactions and 888 catalyst types from USPTO. Task: Predict which catalyst facilitates the given reaction. (1) Reactant: [Cl:1][C:2]1[CH:7]=[CH:6][C:5]([C:8]2[CH:13]=[CH:12][CH:11]=[CH:10][C:9]=2[C@H:14]([O:30][P:31]([O:35][CH3:36])([O:33]C)=[O:32])[CH:15]2[CH2:20][CH2:19][N:18]([C:21]3[CH:29]=[CH:28][C:24]([C:25](O)=[O:26])=[CH:23][CH:22]=3)[CH2:17][CH2:16]2)=[CH:4][CH:3]=1.[O:37]1[CH2:42][CH2:41][N:40]([CH2:43][CH2:44][C@@H:45]([NH:54][C:55]2[CH:60]=[CH:59][C:58]([S:61]([NH2:64])(=[O:63])=[O:62])=[CH:57][C:56]=2[S:65]([C:68]([F:71])([F:70])[F:69])(=[O:67])=[O:66])[CH2:46][S:47][C:48]2[CH:53]=[CH:52][CH:51]=[CH:50][CH:49]=2)[CH2:39][CH2:38]1. Product: [ClH:1].[P:31]([OH:33])([O:35][CH3:36])([O:30][C@@H:14]([C:9]1[CH:10]=[CH:11][CH:12]=[CH:13][C:8]=1[C:5]1[CH:4]=[CH:3][C:2]([Cl:1])=[CH:7][CH:6]=1)[CH:15]1[CH2:16][CH2:17][N:18]([C:21]2[CH:22]=[CH:23][C:24]([C:25](=[O:26])[NH:64][S:61]([C:58]3[CH:59]=[CH:60][C:55]([NH:54][C@H:45]([CH2:44][CH2:43][N:40]4[CH2:41][CH2:42][O:37][CH2:38][CH2:39]4)[CH2:46][S:47][C:48]4[CH:53]=[CH:52][CH:51]=[CH:50][CH:49]=4)=[C:56]([S:65]([C:68]([F:70])([F:71])[F:69])(=[O:67])=[O:66])[CH:57]=3)(=[O:62])=[O:63])=[CH:28][CH:29]=2)[CH2:19][CH2:20]1)=[O:32]. The catalyst class is: 26. (2) Reactant: [C:1]1([CH:7](O)[CH2:8][CH2:9][C:10]2[CH:15]=[CH:14][CH:13]=[CH:12][CH:11]=2)[CH:6]=[CH:5][CH:4]=[CH:3][CH:2]=1.CC(C)=[O:19].OS(O)(=O)=O.O=[Cr](=O)=O. Product: [C:1]1([CH2:7][C:8](=[O:19])[CH2:9][C:10]2[CH:15]=[CH:14][CH:13]=[CH:12][CH:11]=2)[CH:6]=[CH:5][CH:4]=[CH:3][CH:2]=1. The catalyst class is: 21. (3) Reactant: [NH2:1][C:2]1[CH:3]=[C:4]([CH:8]=[C:9]2[CH2:14][CH2:13][CH:12]([NH:15][C:16]([C:18]3[CH:19]=[N:20][CH:21]=[CH:22][CH:23]=3)=[O:17])[CH2:11][CH2:10]2)[CH:5]=[CH:6][CH:7]=1.Cl[C:25]1[CH:30]=[CH:29][C:28]([C:31]([F:34])([F:33])[F:32])=[CH:27][N:26]=1.CC(C1C=C(C(C)C)C(C2C=CC=CC=2P(C2CCCCC2)C2CCCCC2)=C(C(C)C)C=1)C.C(=O)([O-])[O-].[Cs+].[Cs+]. Product: [F:32][C:31]([F:34])([F:33])[C:28]1[CH:29]=[CH:30][C:25]([NH:1][C:2]2[CH:3]=[C:4]([CH:8]=[C:9]3[CH2:14][CH2:13][CH:12]([NH:15][C:16]([C:18]4[CH:19]=[N:20][CH:21]=[CH:22][CH:23]=4)=[O:17])[CH2:11][CH2:10]3)[CH:5]=[CH:6][CH:7]=2)=[N:26][CH:27]=1. The catalyst class is: 187. (4) Reactant: Cl.[F:2][C:3]1([F:9])[CH2:8][CH2:7][NH:6][CH2:5][CH2:4]1.N(CC)(CC)CC.Br[CH2:18][C:19]([O:21][CH3:22])=[O:20].C([O-])(O)=O.[Na+]. Product: [CH3:22][O:21][C:19](=[O:20])[CH2:18][N:6]1[CH2:7][CH2:8][C:3]([F:9])([F:2])[CH2:4][CH2:5]1. The catalyst class is: 34.